Dataset: Reaction yield outcomes from USPTO patents with 853,638 reactions. Task: Predict the reaction yield, written as a fraction of the theoretical maximum amount of product (1.0 means a 100% yield; for example, 0.34 means a 34% yield). (1) The reactants are [F:1][C:2]1[C:7]([F:8])=[CH:6][C:5]([C:9]2([CH2:25]O)[C:17]3[C:12](=[CH:13][CH:14]=[CH:15][CH:16]=3)[N:11]([CH2:18][C:19]([O:21][CH2:22][CH3:23])=[O:20])[C:10]2=[O:24])=[C:4]([OH:27])[CH:3]=1.ClC1C=CC(Cl)=C2C=1C(C1C(O)=CC3OCOC=3C=1)(CO)C(=O)N2CCCCC. No catalyst specified. The product is [F:8][C:7]1[C:2]([F:1])=[CH:3][C:4]2[O:27][CH2:25][C:9]3([C:17]4[C:12](=[CH:13][CH:14]=[CH:15][CH:16]=4)[N:11]([CH2:18][C:19]([O:21][CH2:22][CH3:23])=[O:20])[C:10]3=[O:24])[C:5]=2[CH:6]=1. The yield is 0.460. (2) The reactants are [C:1]1(=O)[CH2:6][CH2:5][CH2:4][CH2:3][CH2:2]1.[NH2:8][C:9]([NH2:11])=[S:10].[I:12]I. The catalyst is O. The product is [IH:12].[NH2:11][C:9]1[S:10][C:1]2[CH2:6][CH2:5][CH2:4][CH2:3][C:2]=2[N:8]=1. The yield is 0.570. (3) The reactants are [CH3:1][C:2]([CH3:12])([CH3:11])[C:3]([NH:5][C:6]1[CH:10]=[CH:9][NH:8][N:7]=1)=[O:4].Cl[CH2:14][C@@H:15]1[CH2:19][O:18][C:17]([CH3:21])([CH3:20])[O:16]1.CC(C)([O-])C.[Na+].N#N. The catalyst is CN(C=O)C. The product is [CH3:20][C:17]1([CH3:21])[O:16][C@H:15]([CH2:14][N:8]2[CH:9]=[CH:10][C:6]([NH:5][C:3](=[O:4])[C:2]([CH3:12])([CH3:11])[CH3:1])=[N:7]2)[CH2:19][O:18]1. The yield is 0.300. (4) The reactants are [OH:1][C:2]1[CH:7]=[CH:6][C:5]([C:8]2[C:9](=[O:23])[C:10]([CH3:22])([CH3:21])[O:11][C:12]=2[C:13]2[CH:18]=[CH:17][C:16]([O:19][CH3:20])=[CH:15][CH:14]=2)=[CH:4][CH:3]=1.C(=O)([O-])[O-].[Cs+].[Cs+].CN(C=O)C.Cl[CH2:36][C:37]1[N:38]=[C:39]2[CH:44]=[CH:43][CH:42]=[CH:41][N:40]2[C:45]=1[CH3:46]. The catalyst is O. The product is [CH3:20][O:19][C:16]1[CH:17]=[CH:18][C:13]([C:12]2[O:11][C:10]([CH3:21])([CH3:22])[C:9](=[O:23])[C:8]=2[C:5]2[CH:4]=[CH:3][C:2]([O:1][CH2:36][C:37]3[N:38]=[C:39]4[CH:44]=[CH:43][CH:42]=[CH:41][N:40]4[C:45]=3[CH3:46])=[CH:7][CH:6]=2)=[CH:14][CH:15]=1. The yield is 0.770. (5) The reactants are [CH2:1]([CH:4]1[CH:30]=[C:29]([CH3:31])[CH2:28][CH:27]([CH3:32])[CH2:26][CH:25]([O:33][CH3:34])[CH:24]2[O:35][C:20]([OH:39])([CH:21]([CH3:38])[CH2:22][CH:23]2[O:36][CH3:37])[C:19](=[O:40])[C:18](=[O:41])[N:17]2[CH:12]([CH2:13][CH2:14][CH2:15][CH2:16]2)[C:11](=[O:42])[O:10][CH:9]([C:43]([CH3:54])=[CH:44][CH:45]2[CH2:50][CH2:49][CH:48]([OH:51])[CH:47]([O:52][CH3:53])[CH2:46]2)[CH:8]([CH3:55])[CH:7]([O:56][Si:57]([C:60]([CH3:63])([CH3:62])[CH3:61])([CH3:59])[CH3:58])[CH2:6][C:5]1=[O:64])[CH:2]=[CH2:3].[C:65]([Si:69]([CH3:83])([CH3:82])[O:70][C:71](=[O:81])[CH2:72][CH2:73][CH2:74][CH2:75][CH2:76][CH2:77][C:78](O)=[O:79])([CH3:68])([CH3:67])[CH3:66].CN(C1C=CC=CN=1)C.Cl.CN(C)CCCN=C=NCC. The catalyst is C(OCC)(=O)C.O.C(Cl)Cl. The product is [CH2:1]([CH:4]1[CH:30]=[C:29]([CH3:31])[CH2:28][CH:27]([CH3:32])[CH2:26][CH:25]([O:33][CH3:34])[CH:24]2[O:35][C:20]([OH:39])([CH:21]([CH3:38])[CH2:22][CH:23]2[O:36][CH3:37])[C:19](=[O:40])[C:18](=[O:41])[N:17]2[CH:12]([CH2:13][CH2:14][CH2:15][CH2:16]2)[C:11](=[O:42])[O:10][CH:9]([C:43]([CH3:54])=[CH:44][CH:45]2[CH2:50][CH2:49][CH:48]([O:51][C:78](=[O:79])[CH2:77][CH2:76][CH2:75][CH2:74][CH2:73][CH2:72][C:71]([O:70][Si:69]([C:65]([CH3:67])([CH3:66])[CH3:68])([CH3:82])[CH3:83])=[O:81])[CH:47]([O:52][CH3:53])[CH2:46]2)[CH:8]([CH3:55])[CH:7]([O:56][Si:57]([C:60]([CH3:61])([CH3:62])[CH3:63])([CH3:58])[CH3:59])[CH2:6][C:5]1=[O:64])[CH:2]=[CH2:3]. The yield is 0.246.